This data is from Peptide-MHC class II binding affinity with 134,281 pairs from IEDB. The task is: Regression. Given a peptide amino acid sequence and an MHC pseudo amino acid sequence, predict their binding affinity value. This is MHC class II binding data. (1) The peptide sequence is SQELELSWNLNGLQAY. The MHC is HLA-DQA10301-DQB10302 with pseudo-sequence HLA-DQA10301-DQB10302. The binding affinity (normalized) is 0.272. (2) The peptide sequence is WKVRLLPVPPTVTVF. The MHC is DRB1_0701 with pseudo-sequence DRB1_0701. The binding affinity (normalized) is 0.796.